This data is from Reaction yield outcomes from USPTO patents with 853,638 reactions. The task is: Predict the reaction yield, written as a fraction of the theoretical maximum amount of product (1.0 means a 100% yield; for example, 0.34 means a 34% yield). (1) The reactants are [N+:1]([C:4]1[CH:12]=[CH:11][C:7]2=[N:8][S:9][N:10]=[C:6]2[CH:5]=1)([O-])=O.Cl[Sn]Cl.O. The catalyst is O1CCOCC1.C(O)C. The product is [NH2:1][C:4]1[CH:12]=[CH:11][C:7]2=[N:8][S:9][N:10]=[C:6]2[CH:5]=1. The yield is 0.880. (2) The reactants are [OH-].[Na+].[N+:3]([C:6]1[CH:17]=[CH:16][C:9]([CH2:10][C@@H:11]([C:13]([OH:15])=[O:14])[NH2:12])=[CH:8][CH:7]=1)([O-:5])=[O:4].C(=O)([O-])[O-].[Na+].[Na+].Cl[C:25]([O:27][CH2:28][C:29]1[CH:34]=[CH:33][CH:32]=[CH:31][CH:30]=1)=[O:26]. The catalyst is O. The product is [C:25]([NH:12][C@H:11]([C:13]([OH:15])=[O:14])[CH2:10][C:9]1[CH:8]=[CH:7][C:6]([N+:3]([O-:5])=[O:4])=[CH:17][CH:16]=1)([O:27][CH2:28][C:29]1[CH:34]=[CH:33][CH:32]=[CH:31][CH:30]=1)=[O:26]. The yield is 0.995. (3) The reactants are C([Si](C)(C)[O:6][CH2:7][CH2:8][N:9]([CH2:42][CH2:43][O:44][Si](C)(C)C(C)(C)C)[C:10]1[CH:11]=[C:12]([N:16]2[C:20]([NH:21][C:22]([NH:24][C:25]3[CH:30]=[CH:29][C:28]([O:31][C:32]4[CH:37]=[CH:36][N:35]=[CH:34][CH:33]=4)=[CH:27][CH:26]=3)=[O:23])=[CH:19][C:18]([C:38]([CH3:41])([CH3:40])[CH3:39])=[N:17]2)[CH:13]=[CH:14][CH:15]=1)(C)(C)C.C(O)(C(F)(F)F)=O.C([O-])(O)=O.[Na+]. The catalyst is CO.O.C(Cl)Cl. The product is [OH:6][CH2:7][CH2:8][N:9]([CH2:42][CH2:43][OH:44])[C:10]1[CH:11]=[C:12]([N:16]2[C:20]([NH:21][C:22]([NH:24][C:25]3[CH:30]=[CH:29][C:28]([O:31][C:32]4[CH:33]=[CH:34][N:35]=[CH:36][CH:37]=4)=[CH:27][CH:26]=3)=[O:23])=[CH:19][C:18]([C:38]([CH3:39])([CH3:40])[CH3:41])=[N:17]2)[CH:13]=[CH:14][CH:15]=1. The yield is 0.360. (4) The reactants are [CH3:1][N:2]1[C:10]2[C:5](=[CH:6][CH:7]=[CH:8][CH:9]=2)[C:4]([C:11]([O:13]C)=O)=[CH:3]1.[CH3:15][NH2:16]. No catalyst specified. The product is [CH3:15][NH:16][C:11]([C:4]1[C:5]2[C:10](=[CH:9][CH:8]=[CH:7][CH:6]=2)[N:2]([CH3:1])[CH:3]=1)=[O:13]. The yield is 0.560. (5) The reactants are [CH2:23]1[C:21](=[O:22])[N:20](OC(CCSSCCC(O[N:20]2[C:25](=O)[CH:24]([S:27](O)(=O)=O)[CH2:23][C:21]2=[O:22])=O)=O)[C:25](=O)[CH:24]1[S:27](O)(=O)=O.[C:35]([NH:38][C@@H:39]1[C@@H:44]([C@H:45]([OH:50])[C@H:46]([OH:49])[CH2:47][OH:48])[O:43][C@:42]([O:54][C@@H:55]2[C@@H:60]([OH:61])[C@H:59]([O:62][C@H:63]3[C@H:68]([OH:69])[C@@H:67]([CH2:70][O:71][C@:72]4([C:89]([OH:91])=[O:90])[CH2:77][C@H:76]([OH:78])[C@@H:75]([NH:79][C:80](=[O:82])[CH3:81])[C@H:74]([C@H:83]([OH:88])[C@H:84]([OH:87])[CH2:85][OH:86])[O:73]4)[O:66][C@@H:65]([O:92][C@H:93]4[C@@H:98]([OH:99])[C@@H:97]([CH2:100][OH:101])[O:96][C@@H:95]([O:102][CH2:103][CH2:104][CH2:105][CH2:106]CN)[C@@H:94]4[OH:109])[C@@H:64]3[NH:110][C:111](=[O:113])[CH3:112])[O:58][C@H:57]([CH2:114][OH:115])[C@@H:56]2[O:116][C@H:117]2[C@H:122]([NH:123][C:124](=[O:126])[CH3:125])[C@@H:121]([OH:127])[C@@H:120]([OH:128])[C@@H:119]([CH2:129][OH:130])[O:118]2)([C:51]([OH:53])=[O:52])[CH2:41][C@H:40]1[OH:131])(=[O:37])[CH3:36].C(S)[C@@H](O)[C@H](O)CS. The yield is 0.780. The product is [C:35]([NH:38][C@@H:39]1[C@@H:44]([C@H:45]([OH:50])[C@H:46]([OH:49])[CH2:47][OH:48])[O:43][C@:42]([O:54][C@@H:55]2[C@@H:60]([OH:61])[C@H:59]([O:62][C@H:63]3[C@H:68]([OH:69])[C@@H:67]([CH2:70][O:71][C@:72]4([C:89]([OH:91])=[O:90])[CH2:77][C@H:76]([OH:78])[C@@H:75]([NH:79][C:80](=[O:82])[CH3:81])[C@H:74]([C@H:83]([OH:88])[C@H:84]([OH:87])[CH2:85][OH:86])[O:73]4)[O:66][C@@H:65]([O:92][C@@H:93]4[C@@H:94]([OH:109])[C@H:95]([O:102][CH2:103][CH2:104][CH2:105][CH2:106][CH2:25][NH:20][C:21](=[O:22])[CH2:23][CH2:24][SH:27])[O:96][C@H:97]([CH2:100][OH:101])[C@@H:98]4[OH:99])[C@@H:64]3[NH:110][C:111](=[O:113])[CH3:112])[O:58][C@H:57]([CH2:114][OH:115])[C@@H:56]2[O:116][C@H:117]2[CH:122]([NH:123][C:124](=[O:126])[CH3:125])[C@@H:121]([OH:127])[C@@H:120]([OH:128])[C@@H:119]([CH2:129][OH:130])[O:118]2)([C:51]([OH:53])=[O:52])[CH2:41][C@H:40]1[OH:131])(=[O:37])[CH3:36]. The catalyst is P([O-])([O-])([O-])=O. (6) The reactants are [CH3:1][C:2](O)([CH3:10])[CH2:3][C:4]1[CH:9]=[CH:8][CH:7]=[CH:6][CH:5]=1.[C:12](#[N:14])[CH3:13].S(=O)(=O)(O)[OH:16].[OH-].[Na+]. The catalyst is C(O)(=O)C. The product is [CH3:1][C:2]([NH:14][C:12](=[O:16])[CH3:13])([CH3:10])[CH2:3][C:4]1[CH:9]=[CH:8][CH:7]=[CH:6][CH:5]=1. The yield is 0.780.